Dataset: Catalyst prediction with 721,799 reactions and 888 catalyst types from USPTO. Task: Predict which catalyst facilitates the given reaction. (1) Reactant: [CH3:1][O:2][C:3]1[CH:8]=[CH:7][C:6]([C:9]2[CH:10]=[C:11]3[C:15](=[CH:16][CH:17]=2)[NH:14][C:13]2[N:18]=[CH:19][C:20]([C:22]4[CH:23]=[C:24]([NH2:28])[CH:25]=[CH:26][CH:27]=4)=[CH:21][C:12]3=2)=[CH:5][CH:4]=1.[C:29]1([S:35](Cl)(=[O:37])=[O:36])[CH:34]=[CH:33][CH:32]=[CH:31][CH:30]=1. Product: [CH3:1][O:2][C:3]1[CH:4]=[CH:5][C:6]([C:9]2[CH:10]=[C:11]3[C:15](=[CH:16][CH:17]=2)[NH:14][C:13]2[N:18]=[CH:19][C:20]([C:22]4[CH:23]=[C:24]([NH:28][S:35]([C:29]5[CH:34]=[CH:33][CH:32]=[CH:31][CH:30]=5)(=[O:37])=[O:36])[CH:25]=[CH:26][CH:27]=4)=[CH:21][C:12]3=2)=[CH:7][CH:8]=1. The catalyst class is: 17. (2) Reactant: [Br:1][C:2]1[CH:3]=[C:4]2[C:12](=[CH:13][CH:14]=1)[NH:11][C:10]1[CH2:9][CH2:8][CH:7]([NH:15][C:16](=[O:20])[CH:17]([CH3:19])[CH3:18])[CH2:6][C:5]2=1.[H-].[Na+].F[C:24]1[CH:25]=[C:26]([CH:29]=[CH:30][CH:31]=1)[CH2:27]Br. Product: [CH2:27]([N:11]1[C:10]2[CH2:9][CH2:8][CH:7]([NH:15][C:16](=[O:20])[CH:17]([CH3:18])[CH3:19])[CH2:6][C:5]=2[C:4]2[C:12]1=[CH:13][CH:14]=[C:2]([Br:1])[CH:3]=2)[C:26]1[CH:29]=[CH:30][CH:31]=[CH:24][CH:25]=1. The catalyst class is: 18.